This data is from Forward reaction prediction with 1.9M reactions from USPTO patents (1976-2016). The task is: Predict the product of the given reaction. (1) Given the reactants Cl.[S:2]1[CH:6]=[CH:5][CH:4]=[C:3]1[CH2:7][C:8]([OH:10])=O.[CH2:11]([C@H:18]1[CH2:22][NH:21][C@H:20]([C:23]([NH:25][C:26]2[CH:31]=[CH:30][C:29]([O:32][C:33]3[CH:38]=[CH:37][C:36]([F:39])=[CH:35][CH:34]=3)=[CH:28][CH:27]=2)=[O:24])[CH2:19]1)[C:12]1[CH:17]=[CH:16][CH:15]=[CH:14][CH:13]=1, predict the reaction product. The product is: [CH2:11]([C@H:18]1[CH2:22][N:21]([C:8](=[O:10])[CH2:7][C:3]2[S:2][CH:6]=[CH:5][CH:4]=2)[C@H:20]([C:23]([NH:25][C:26]2[CH:31]=[CH:30][C:29]([O:32][C:33]3[CH:34]=[CH:35][C:36]([F:39])=[CH:37][CH:38]=3)=[CH:28][CH:27]=2)=[O:24])[CH2:19]1)[C:12]1[CH:13]=[CH:14][CH:15]=[CH:16][CH:17]=1. (2) Given the reactants [OH:1][C@@H:2]([CH3:23])[C:3]([NH:5][CH:6]1[C:12](=[O:13])[N:11]([CH3:14])[C:10]2[CH:15]=[CH:16][CH:17]=[CH:18][C:9]=2[C:8]2[CH:19]=[CH:20][CH:21]=[CH:22][C:7]1=2)=[O:4].ClC(OC1C=CC([N+]([O-])=O)=CC=1)=[O:26].[CH2:37]([N:39]([CH2:42]C)CC)[CH3:38].Cl.C(N)C, predict the reaction product. The product is: [CH3:14][N:11]1[C:12](=[O:13])[CH:6]([NH:5][C:3]([C@@H:2]([O:1][C:42](=[O:26])[NH:39][CH2:37][CH3:38])[CH3:23])=[O:4])[C:7]2[CH:22]=[CH:21][CH:20]=[CH:19][C:8]=2[C:9]2[CH:18]=[CH:17][CH:16]=[CH:15][C:10]1=2. (3) Given the reactants [Cl:1][C:2]1[CH:3]=[CH:4][C:5]([O:12][CH:13]([CH2:16]C)[C:14]#[CH:15])=[C:6]([CH:11]=1)[C:7]([O:9][CH3:10])=[O:8].[F-].[Cs+].[CH3:20]COCC, predict the reaction product. The product is: [Cl:1][C:2]1[CH:11]=[C:6]([C:7]([O:9][CH3:10])=[O:8])[C:5]2[O:12][C:13]([CH2:14][CH2:15][CH3:20])=[CH:16][C:4]=2[CH:3]=1. (4) Given the reactants [CH:1]([C:4]1[CH:9]=[CH:8][C:7]([C:10]2[S:11][CH:12]=[C:13]([C:15]3[CH:16]=[C:17]([CH:22]=[CH:23][CH:24]=3)[C:18]([O:20]C)=[O:19])[N:14]=2)=[CH:6][CH:5]=1)([CH3:3])[CH3:2].[Li+].[OH-], predict the reaction product. The product is: [CH:1]([C:4]1[CH:5]=[CH:6][C:7]([C:10]2[S:11][CH:12]=[C:13]([C:15]3[CH:16]=[C:17]([CH:22]=[CH:23][CH:24]=3)[C:18]([OH:20])=[O:19])[N:14]=2)=[CH:8][CH:9]=1)([CH3:3])[CH3:2]. (5) Given the reactants [CH3:16][C:11]1([CH3:17])[C:12]([CH3:15])([CH3:14])[O:13][B:9]([B:9]2[O:13][C:12]([CH3:15])([CH3:14])[C:11]([CH3:17])([CH3:16])[O:10]2)[O:10]1.Br[C:20]1[CH:21]=[C:22]2[C:31](=[CH:32][CH:33]=1)[O:30][CH2:29][C:28]1[N:23]2[C@H:24]([CH3:35])[C:25](=[O:34])[NH:26][N:27]=1.C([O-])(=O)C.[K+], predict the reaction product. The product is: [CH3:35][C@H:24]1[N:23]2[C:28]([CH2:29][O:30][C:31]3[C:22]2=[CH:21][C:20]([B:9]2[O:10][C:11]([CH3:16])([CH3:17])[C:12]([CH3:14])([CH3:15])[O:13]2)=[CH:33][CH:32]=3)=[N:27][NH:26][C:25]1=[O:34]. (6) The product is: [CH:9]1[CH:8]=[CH:7][C:6]2[S:2][N:3]=[C:4]([N:11]3[CH2:12][CH2:13][N:14]([CH2:17][CH2:18][C:19]4[CH:20]=[C:21]5[CH2:22][C:23](=[O:29])[NH:24][C:25]5=[CH:26][C:27]=4[Cl:28])[CH2:15][CH2:16]3)[C:5]=2[CH:10]=1.[BrH:1]. Given the reactants [BrH:1].[S:2]1[C:6]2[CH:7]=[CH:8][CH:9]=[CH:10][C:5]=2[C:4]([N:11]2[CH2:16][CH2:15][N:14]([CH2:17][CH2:18][C:19]3[CH:20]=[C:21]4[C:25](=[CH:26][C:27]=3[Cl:28])[NH:24][C:23](=[O:29])[CH2:22]4)[CH2:13][CH2:12]2)=[N:3]1.[BrH:1].Br.[S:2]1[C:6]2[CH:7]=[CH:8][CH:9]=[CH:10][C:5]=2[C:4]([N:11]2[CH2:12][CH2:13][N:14]([CH2:17][CH2:18][C:19]3[CH:20]=[C:21]4[C:25](=[CH:26][C:27]=3[Cl:28])[NH:24][C:23](=[O:29])[CH2:22]4)[CH2:15][CH2:16]2)=[N:3]1.Br, predict the reaction product.